Dataset: Forward reaction prediction with 1.9M reactions from USPTO patents (1976-2016). Task: Predict the product of the given reaction. (1) Given the reactants [Br:1][C:2]1[CH:7]=[CH:6][C:5]([C:8]2[N:9]=[C:10]([C:21]3[N:26]=[CH:25][CH:24]=[CH:23][N:22]=3)N=N[C:13]=2[C:14]2[CH:19]=[CH:18][C:17]([Br:20])=[CH:16][CH:15]=2)=[CH:4][CH:3]=1.[C:27]1(C)C=CC(C)=C[CH:28]=1.C12CC(C=C1)C=C2, predict the reaction product. The product is: [Br:20][C:17]1[CH:18]=[CH:19][C:14]([C:13]2[CH:27]=[CH:28][C:10]([C:21]3[N:26]=[CH:25][CH:24]=[CH:23][N:22]=3)=[N:9][C:8]=2[C:5]2[CH:6]=[CH:7][C:2]([Br:1])=[CH:3][CH:4]=2)=[CH:15][CH:16]=1. (2) The product is: [F:44]/[C:45](=[CH:49]\[C:50]1[CH:55]=[CH:54][C:53]([N:56]2[CH:60]=[C:59]([CH3:61])[N:58]=[CH:57]2)=[C:52]([O:62][CH3:63])[CH:51]=1)/[C:46]([NH:34][NH:33][C:31](=[O:32])[CH:30]([C:35]1[CH:36]=[C:37]([F:43])[C:38]([F:42])=[C:39]([F:41])[CH:40]=1)[CH2:29][CH2:28][CH2:27][Cl:26])=[O:47]. Given the reactants C(N(C(C)C)CC)(C)C.C1N(P(Cl)(N2C(=O)OCC2)=O)C(=O)OC1.Cl.[Cl:26][CH2:27][CH2:28][CH2:29][CH:30]([C:35]1[CH:40]=[C:39]([F:41])[C:38]([F:42])=[C:37]([F:43])[CH:36]=1)[C:31]([NH:33][NH2:34])=[O:32].[F:44]/[C:45](=[CH:49]\[C:50]1[CH:55]=[CH:54][C:53]([N:56]2[CH:60]=[C:59]([CH3:61])[N:58]=[CH:57]2)=[C:52]([O:62][CH3:63])[CH:51]=1)/[C:46](O)=[O:47].O.C(=O)(O)[O-].[Na+], predict the reaction product. (3) Given the reactants [NH2:1][C:2]1[CH:7]=[CH:6][C:5]([N:8]2[CH:13]=[CH:12][C:11]([O:14][CH2:15][C:16]3[CH:21]=[CH:20][C:19]([Cl:22])=[CH:18][CH:17]=3)=[CH:10][C:9]2=[O:23])=[CH:4][C:3]=1[NH:24][CH3:25].CN(C(ON1N=NC2C=CC=NC1=2)=[N+](C)C)C.F[P-](F)(F)(F)(F)F.C(N(CC)C(C)C)(C)C.[CH:59]1([C:63](O)=O)[CH2:62][CH2:61][CH2:60]1, predict the reaction product. The product is: [Cl:22][C:19]1[CH:18]=[CH:17][C:16]([CH2:15][O:14][C:11]2[CH:12]=[CH:13][N:8]([C:5]3[CH:6]=[CH:7][C:2]4[N:1]=[C:63]([CH:59]5[CH2:60][CH2:61][CH2:62]5)[N:24]([CH3:25])[C:3]=4[CH:4]=3)[C:9](=[O:23])[CH:10]=2)=[CH:21][CH:20]=1.